Dataset: Full USPTO retrosynthesis dataset with 1.9M reactions from patents (1976-2016). Task: Predict the reactants needed to synthesize the given product. (1) Given the product [Cl:1][C:2]1[CH:3]=[C:4]([C:8]2[CH:9]=[C:10]([OH:16])[C:28]([C:27]([OH:30])=[O:29])=[N:12][CH:13]=2)[CH:5]=[CH:6][CH:7]=1, predict the reactants needed to synthesize it. The reactants are: [Cl:1][C:2]1[CH:3]=[C:4]([C:8]2[CH:9]=[C:10]([O:16]C)C(C#N)=[N:12][CH:13]=2)[CH:5]=[CH:6][CH:7]=1.Br.[OH-].[Na+].CCCCCC.[C:27]([O:30]CC)(=[O:29])[CH3:28]. (2) Given the product [CH3:1][O:2][CH2:3][O:4][C:5]1[CH:10]=[CH:9][CH:8]=[CH:7][C:6]=1[S:11][C:24]1[N:29]=[C:28]([CH:30]=[O:31])[CH:27]=[CH:26][CH:25]=1, predict the reactants needed to synthesize it. The reactants are: [CH3:1][O:2][CH2:3][O:4][C:5]1[CH:10]=[CH:9][CH:8]=[CH:7][C:6]=1[SH:11].C(=O)([O-])[O-].[K+].[K+].CN(C)C=O.Br[C:24]1[N:29]=[C:28]([CH:30]=[O:31])[CH:27]=[CH:26][CH:25]=1. (3) Given the product [ClH:43].[ClH:1].[OH:63][C@H:60]1[CH2:61][CH2:62][N:57]([C@@H:55]([CH3:56])[CH2:54][N:14]2[CH2:15][CH2:16][CH:17]([NH:20][C:21]([C:23]3[NH:24][C:25]4[C:30]([CH:31]=3)=[C:29]([O:32][CH2:33][C:34]3[C:38]5[CH:39]=[C:40]([Cl:43])[CH:41]=[CH:42][C:37]=5[O:36][CH:35]=3)[CH:28]=[CH:27][CH:26]=4)=[O:22])[CH2:18][CH2:19]2)[CH2:58][C@@H:59]1[CH3:64], predict the reactants needed to synthesize it. The reactants are: [ClH:1].Cl.[C@H]1(C[N:14]2[CH2:19][CH2:18][CH:17]([NH:20][C:21]([C:23]3[NH:24][C:25]4[C:30]([CH:31]=3)=[C:29]([O:32][CH2:33][C:34]3[C:38]5[CH:39]=[C:40]([Cl:43])[CH:41]=[CH:42][C:37]=5[O:36][CH:35]=3)[CH:28]=[CH:27][CH:26]=4)=[O:22])[CH2:16][CH2:15]2)[C@@H]2N(CCCC2)CCC1.Cl.Cl.Cl.NC1CCN([CH2:54][C@@H:55]([N:57]2[CH2:62][CH2:61][C@H:60]([OH:63])[C@@H:59]([CH3:64])[CH2:58]2)[CH3:56])CC1. (4) Given the product [NH2:1][C:2]1[S:6][C:5]([C:7]2[CH:8]=[N:9][C:10]([N:13]3[CH2:14][CH2:15][O:16][CH2:17][CH2:18]3)=[CH:11][CH:12]=2)=[N:4][C:3]=1[C:19]([NH2:23])=[O:21], predict the reactants needed to synthesize it. The reactants are: [NH2:1][C:2]1[S:6][C:5]([C:7]2[CH:8]=[N:9][C:10]([N:13]3[CH2:18][CH2:17][O:16][CH2:15][CH2:14]3)=[CH:11][CH:12]=2)=[N:4][C:3]=1[C:19]([OH:21])=O.O[N:23]1C2C=CC=CC=2N=N1.Cl.C(N=C=NCCCN(C)C)C.[Cl-].[NH4+].C(N(C(C)C)CC)(C)C.